This data is from Full USPTO retrosynthesis dataset with 1.9M reactions from patents (1976-2016). The task is: Predict the reactants needed to synthesize the given product. (1) Given the product [O:1]=[C:2]([N:26]1[CH2:27][CH2:28][N:29]([C:32](=[O:43])[C:33]2[CH:38]=[CH:37][CH:36]=[CH:35][C:34]=2[C:39]([F:40])([F:42])[F:41])[CH2:30][CH2:31]1)[CH2:3][NH:4][C:5]([C:7]1[CH:11]=[C:10]([C:12]2[CH:17]=[CH:16][CH:15]=[C:14]([OH:18])[CH:13]=2)[NH:9][N:8]=1)=[O:6], predict the reactants needed to synthesize it. The reactants are: [O:1]=[C:2]([N:26]1[CH2:31][CH2:30][N:29]([C:32](=[O:43])[C:33]2[CH:38]=[CH:37][CH:36]=[CH:35][C:34]=2[C:39]([F:42])([F:41])[F:40])[CH2:28][CH2:27]1)[CH2:3][NH:4][C:5]([C:7]1[CH:11]=[C:10]([C:12]2[CH:17]=[CH:16][CH:15]=[C:14]([O:18]CC3C=CC=CC=3)[CH:13]=2)[NH:9][N:8]=1)=[O:6]. (2) Given the product [OH:1][C:2]1[C:11]2[C:6](=[CH:7][CH:8]=[CH:9][CH:10]=2)[CH:5]2[O:12][CH2:38][C:23]([C:17]3[CH:18]=[CH:19][CH:20]=[CH:21][CH:22]=3)([C:27]3[CH:32]=[CH:31][C:30]([N:33]4[CH2:34][CH2:35][CH2:36][CH2:37]4)=[CH:29][CH:28]=3)[CH:24]=[C:4]2[C:3]=1[C:13]([O:15][CH3:16])=[O:14], predict the reactants needed to synthesize it. The reactants are: [OH:1][C:2]1[C:11]2[C:6](=[CH:7][CH:8]=[CH:9][CH:10]=2)[C:5]([OH:12])=[CH:4][C:3]=1[C:13]([O:15][CH3:16])=[O:14].[C:17]1([C:23]([C:27]2[CH:32]=[CH:31][C:30]([N:33]3[CH2:37][CH2:36][CH2:35][CH2:34]3)=[CH:29][CH:28]=2)(O)[C:24]#C)[CH:22]=[CH:21][CH:20]=[CH:19][CH:18]=1.[C:38]1(C)C=CC=CC=1.